This data is from Reaction yield outcomes from USPTO patents with 853,638 reactions. The task is: Predict the reaction yield, written as a fraction of the theoretical maximum amount of product (1.0 means a 100% yield; for example, 0.34 means a 34% yield). (1) The reactants are [C:1]([O:5][C:6]([NH:8][C@@H:9]1[CH2:12][C@H:11]([C:13]([OH:15])=O)[C:10]1([CH3:17])[CH3:16])=[O:7])([CH3:4])([CH3:3])[CH3:2].[CH:18]1[CH:19]=CC2N(O)N=[N:24][C:22]=2[CH:23]=1.N1CCCC1.CCN(CC)CC. The catalyst is C(Cl)Cl. The product is [CH3:16][C:10]1([CH3:17])[C@@H:11]([C:13]([N:24]2[CH2:19][CH2:18][CH2:23][CH2:22]2)=[O:15])[CH2:12][C@H:9]1[NH:8][C:6](=[O:7])[O:5][C:1]([CH3:2])([CH3:3])[CH3:4]. The yield is 0.469. (2) The reactants are C([O:3][C:4]([C:6]1(C(OCC)=O)[CH2:14][C:13]2[N:12]=[CH:11][CH:10]=[CH:9][C:8]=2[CH2:7]1)=[O:5])C. The catalyst is Cl. The product is [N:12]1[C:13]2[CH2:14][CH:6]([C:4]([OH:5])=[O:3])[CH2:7][C:8]=2[CH:9]=[CH:10][CH:11]=1. The yield is 1.00. (3) The yield is 0.940. The catalyst is CN(C)C=O. The reactants are F[C:2]1[CH:7]=[CH:6][C:5]([I:8])=[CH:4][N:3]=1.[C:9]1([C:15]2[CH:16]=[N:17][NH:18][CH:19]=2)[CH:14]=[CH:13][CH:12]=[CH:11][CH:10]=1.C(=O)([O-])[O-].[K+].[K+]. The product is [I:8][C:5]1[CH:6]=[CH:7][C:2]([N:17]2[CH:16]=[C:15]([C:9]3[CH:14]=[CH:13][CH:12]=[CH:11][CH:10]=3)[CH:19]=[N:18]2)=[N:3][CH:4]=1. (4) The reactants are [Cl-].O[NH3+:3].[C:4](=[O:7])([O-])[OH:5].[Na+].CS(C)=O.[CH2:13]([C:17]1[N:22]2[N:23]=[CH:24][N:25]=[C:21]2[N:20]([C:26]2[CH:31]=[CH:30][C:29]([O:32][CH3:33])=[C:28]([F:34])[CH:27]=2)[C:19](=[O:35])[C:18]=1[CH2:36][C:37]1[CH:42]=[CH:41][C:40]([C:43]2[C:44]([C:49]#[N:50])=[CH:45][CH:46]=[CH:47][CH:48]=2)=[CH:39][CH:38]=1)[CH2:14][CH2:15][CH3:16]. The catalyst is C(OCC)(=O)C. The product is [CH2:13]([C:17]1[N:22]2[N:23]=[CH:24][N:25]=[C:21]2[N:20]([C:26]2[CH:31]=[CH:30][C:29]([O:32][CH3:33])=[C:28]([F:34])[CH:27]=2)[C:19](=[O:35])[C:18]=1[CH2:36][C:37]1[CH:38]=[CH:39][C:40]([C:43]2[CH:48]=[CH:47][CH:46]=[CH:45][C:44]=2[C:49]2[NH:3][C:4](=[O:7])[O:5][N:50]=2)=[CH:41][CH:42]=1)[CH2:14][CH2:15][CH3:16]. The yield is 0.530. (5) The reactants are CC(C)C[C:4]([OH:6])=O.C1C=CC(P([N:22]=[N+]=[N-])(C2C=CC=CC=2)=O)=CC=1.N#N.Cl.[NH2:28][CH2:29][C:30]([O:32][CH2:33][C:34]1[CH:39]=[CH:38][CH:37]=[CH:36][CH:35]=1)=[O:31].[C:40]1([CH3:46])[CH:45]=CC=C[CH:41]=1. The catalyst is O.C(N(CC)CC)C. The product is [CH2:41]([NH:22][C:4]([NH:28][CH2:29][C:30]([O:32][CH2:33][C:34]1[CH:39]=[CH:38][CH:37]=[CH:36][CH:35]=1)=[O:31])=[O:6])[CH:40]([CH3:46])[CH3:45]. The yield is 0.815. (6) The reactants are [C:1]([O:5][C:6]([NH:8][C:9]1(/[CH:17]=[CH:18]/[C:19]2[CH:24]=[CH:23][C:22]([C:25]#[C:26][CH2:27][CH2:28][CH2:29][O:30]CC3C=CC=CC=3)=[CH:21][CH:20]=2)[CH2:14][O:13][C:12]([CH3:16])([CH3:15])[O:11][CH2:10]1)=[O:7])([CH3:4])([CH3:3])[CH3:2].COC(OC)(C)C. The catalyst is CO.CN(C=O)C.C([O-])(O)=O.[Na+].[OH-].[OH-].[Pd+2].C12(CS(O)(=O)=O)C(C)(C)C(CC1)CC2=O. The product is [C:1]([O:5][C:6]([NH:8][C:9]1([CH2:17][CH2:18][C:19]2[CH:20]=[CH:21][C:22]([CH2:25][CH2:26][CH2:27][CH2:28][CH2:29][OH:30])=[CH:23][CH:24]=2)[CH2:10][O:11][C:12]([CH3:16])([CH3:15])[O:13][CH2:14]1)=[O:7])([CH3:4])([CH3:3])[CH3:2]. The yield is 0.720.